Dataset: CYP2C19 inhibition data for predicting drug metabolism from PubChem BioAssay. Task: Regression/Classification. Given a drug SMILES string, predict its absorption, distribution, metabolism, or excretion properties. Task type varies by dataset: regression for continuous measurements (e.g., permeability, clearance, half-life) or binary classification for categorical outcomes (e.g., BBB penetration, CYP inhibition). Dataset: cyp2c19_veith. The molecule is COc1ccc2[nH]cc(CCNc3ncnc4ccc(-c5ccccc5CN(C)C)cc34)c2c1. The result is 0 (non-inhibitor).